This data is from Reaction yield outcomes from USPTO patents with 853,638 reactions. The task is: Predict the reaction yield, written as a fraction of the theoretical maximum amount of product (1.0 means a 100% yield; for example, 0.34 means a 34% yield). (1) The catalyst is CN1C(=O)CCC1. The reactants are [Br:1][C:2]1[C:3](Cl)=[C:4]([Cl:9])[C:5]([NH2:8])=[N:6][CH:7]=1.C(OC([N:18]1[CH2:29][CH2:28][C:21]2([NH:26][CH2:25][CH2:24][NH:23][C:22]2=[O:27])[CH2:20][CH2:19]1)=O)(C)(C)C.[F-].[K+].C(N(CC)CC)C. The yield is 0.550. The product is [NH2:8][C:5]1[C:4]([Cl:9])=[C:3]([N:18]2[CH2:19][CH2:20][C:21]3([NH:26][CH2:25][CH2:24][NH:23][C:22]3=[O:27])[CH2:28][CH2:29]2)[C:2]([Br:1])=[CH:7][N:6]=1. (2) The reactants are Cl[C:2]1[N:23]=[CH:22][C:5]2[C:6]3[N:7]([CH:11]=[C:12]([C:14]4[N:18]([CH:19]([CH3:21])[CH3:20])[N:17]=[CH:16][N:15]=4)[N:13]=3)[CH2:8][CH2:9][O:10][C:4]=2[CH:3]=1.Cl.[NH2:25][C@H:26]([C:28]([NH2:30])=[O:29])[CH3:27]. The catalyst is CN(C)C(=O)C. The product is [CH:19]([N:18]1[C:14]([C:12]2[N:13]=[C:6]3[C:5]4[CH:22]=[N:23][C:2]([NH:25][C@@H:26]([CH3:27])[C:28]([NH2:30])=[O:29])=[CH:3][C:4]=4[O:10][CH2:9][CH2:8][N:7]3[CH:11]=2)=[N:15][CH:16]=[N:17]1)([CH3:21])[CH3:20]. The yield is 0.0700. (3) The reactants are [C:1]([O:10]C)(=O)[C:2]1[C:3](=[CH:5][CH:6]=[CH:7][CH:8]=1)[SH:4].[C:12]([C:14]1[CH:19]=[CH:18][CH:17]=[C:16]([N:20]2[CH2:25][CH2:24][CH2:23][CH2:22][CH2:21]2)[N:15]=1)#[N:13].C(N(CC)CC)C. The catalyst is C1(C)C=CC=CC=1. The product is [N:20]1([C:16]2[N:15]=[C:14]([C:12]3[S:4][C:3]4[CH:5]=[CH:6][CH:7]=[CH:8][C:2]=4[C:1](=[O:10])[N:13]=3)[CH:19]=[CH:18][CH:17]=2)[CH2:21][CH2:22][CH2:23][CH2:24][CH2:25]1. The yield is 0.130. (4) The reactants are [NH:1]1[CH:5]=[CH:4][N:3]=[CH:2]1.C(=O)([O-])[O-].[K+].[K+].[Cl:12][C:13]1[CH:14]=[C:15]2[C:20](=[CH:21][CH:22]=1)[CH:19]=[C:18]([S:23]([CH2:26][CH2:27][C:28]([N:30]1[CH2:35][CH2:34][CH:33]([CH2:36][CH2:37]I)[CH2:32][CH2:31]1)=[O:29])(=[O:25])=[O:24])[CH:17]=[CH:16]2. The catalyst is CN(C=O)C. The product is [Cl:12][C:13]1[CH:14]=[C:15]2[C:20](=[CH:21][CH:22]=1)[CH:19]=[C:18]([S:23]([CH2:26][CH2:27][C:28]([N:30]1[CH2:35][CH2:34][CH:33]([CH2:36][CH2:37][C:5]3[N:1]=[CH:2][NH:3][CH:4]=3)[CH2:32][CH2:31]1)=[O:29])(=[O:24])=[O:25])[CH:17]=[CH:16]2. The yield is 0.190. (5) The reactants are [C:1]([O:5][C:6](=[O:28])[NH:7][C:8]1[S:9][C:10]2[CH:16]=[C:15]([CH:17]=[O:18])[CH:14]=[C:13]([C:19]3[CH:24]=[CH:23][CH:22]=[C:21]([N+:25]([O-:27])=[O:26])[CH:20]=3)[C:11]=2[N:12]=1)([CH3:4])([CH3:3])[CH3:2].[BH4-].[Na+]. The catalyst is C(Cl)Cl.CO. The product is [C:1]([O:5][C:6](=[O:28])[NH:7][C:8]1[S:9][C:10]2[CH:16]=[C:15]([CH2:17][OH:18])[CH:14]=[C:13]([C:19]3[CH:24]=[CH:23][CH:22]=[C:21]([N+:25]([O-:27])=[O:26])[CH:20]=3)[C:11]=2[N:12]=1)([CH3:4])([CH3:2])[CH3:3]. The yield is 0.290. (6) The product is [Br:3][C:4]1[CH:5]=[C:6]([CH3:16])[C:7]2[N:11]=[C:10]([CH2:12][CH2:13][CH3:14])[N:9]([CH2:22][C:20]([O:19][CH2:18][CH3:17])=[O:21])[C:8]=2[CH:15]=1. The catalyst is C1COCC1. The yield is 0.950. The reactants are [H-].[Na+].[Br:3][C:4]1[CH:5]=[C:6]([CH3:16])[C:7]2[N:11]=[C:10]([CH2:12][CH2:13][CH3:14])[NH:9][C:8]=2[CH:15]=1.[CH3:17][CH2:18][O:19][C:20]([CH2:22]Br)=[O:21]. (7) The reactants are Br[C:2]1[CH:3]=[N:4][CH:5]=[C:6]([N+:9]([O-:11])=[O:10])[C:7]=1[NH2:8].[CH3:12][N:13]1[CH2:18][CH2:17][NH:16][CH2:15][CH2:14]1. The catalyst is CCOC(C)=O.O. The product is [CH3:12][N:13]1[CH2:18][CH2:17][N:16]([C:2]2[CH:3]=[N:4][CH:5]=[C:6]([N+:9]([O-:11])=[O:10])[C:7]=2[NH2:8])[CH2:15][CH2:14]1. The yield is 0.567.